Dataset: Forward reaction prediction with 1.9M reactions from USPTO patents (1976-2016). Task: Predict the product of the given reaction. Given the reactants Cl.[CH:2]1([NH:8][C:9]2[C:14]([CH3:15])=[C:13]([CH3:16])[N:12]=[C:11]([NH:17][CH2:18][C:19]3[CH:24]=[CH:23][CH:22]=CN=3)[N:10]=2)[CH2:7][CH2:6][CH2:5][CH2:4][CH2:3]1.[N:25]1C=CC=C(CN)[CH:26]=1, predict the reaction product. The product is: [CH:2]1([NH:8][C:9]2[C:14]([CH3:15])=[C:13]([CH3:16])[N:12]=[C:11]([NH:17][CH2:18][C:19]3[CH:26]=[N:25][CH:22]=[CH:23][CH:24]=3)[N:10]=2)[CH2:3][CH2:4][CH2:5][CH2:6][CH2:7]1.